From a dataset of Full USPTO retrosynthesis dataset with 1.9M reactions from patents (1976-2016). Predict the reactants needed to synthesize the given product. (1) Given the product [C:10]1(=[O:11])[C:8]2[C:9]3=[C:4]([CH2:3][CH2:2][N:1]3[C:18](=[O:19])[NH:12]1)[CH:5]=[CH:6][CH:7]=2, predict the reactants needed to synthesize it. The reactants are: [NH:1]1[C:9]2[C:4](=[CH:5][CH:6]=[CH:7][C:8]=2[C:10]([NH2:12])=[O:11])[CH2:3][CH2:2]1.C1N=CN([C:18](N2C=NC=C2)=[O:19])C=1.S([O-])(O)(=O)=O.[K+]. (2) Given the product [O:10]1[C:6]2[CH:5]=[CH:4][N:3]=[CH:2][C:7]=2[CH:8]=[CH:9]1, predict the reactants needed to synthesize it. The reactants are: Cl[C:2]1[C:7]2[CH:8]=[CH:9][O:10][C:6]=2[CH:5]=[CH:4][N:3]=1. (3) Given the product [F:1][C:2]1[CH:3]=[C:4]([N:8]2[C:12](=[O:13])[N:11]([CH2:21][C:22]3[N:26]([CH3:27])[C:25]([S:28]([CH3:31])(=[O:30])=[O:29])=[N:24][N:23]=3)[N:10]=[N:9]2)[CH:5]=[CH:6][CH:7]=1, predict the reactants needed to synthesize it. The reactants are: [F:1][C:2]1[CH:3]=[C:4]([N:8]2[C:12](=[O:13])[NH:11][N:10]=[N:9]2)[CH:5]=[CH:6][CH:7]=1.C([O-])([O-])=O.[K+].[K+].I[CH2:21][C:22]1[N:26]([CH3:27])[C:25]([S:28]([CH3:31])(=[O:30])=[O:29])=[N:24][N:23]=1. (4) The reactants are: [BH4-].[Na+].[CH2:3]([C:10]1([OH:27])[CH2:26][C:12]2([CH2:15][N:14]([CH2:16][C:17]([C:19]3[CH:24]=[CH:23][C:22]([OH:25])=[CH:21][CH:20]=3)=[O:18])[CH2:13]2)[CH2:11]1)[C:4]1[CH:9]=[CH:8][CH:7]=[CH:6][CH:5]=1. Given the product [CH2:3]([C:10]1([OH:27])[CH2:11][C:12]2([CH2:13][N:14]([CH2:16][CH:17]([OH:18])[C:19]3[CH:20]=[CH:21][C:22]([OH:25])=[CH:23][CH:24]=3)[CH2:15]2)[CH2:26]1)[C:4]1[CH:9]=[CH:8][CH:7]=[CH:6][CH:5]=1, predict the reactants needed to synthesize it. (5) Given the product [NH:39]([C:40]([O:1][C:2]1[CH:3]=[CH:4][C:5]2[CH2:6][C@H:7]3[N:18]([C:19]([O:21][C:22]([CH3:25])([CH3:24])[CH3:23])=[O:20])[CH2:17][CH2:16][C@@:13]4([C:14]=2[CH:15]=1)[C@H:8]3[CH2:9][CH2:10][CH2:11][CH2:12]4)=[O:41])[C:33]1[CH:38]=[CH:37][CH:36]=[CH:35][CH:34]=1, predict the reactants needed to synthesize it. The reactants are: [OH:1][C:2]1[CH:3]=[CH:4][C:5]2[CH2:6][C@H:7]3[N:18]([C:19]([O:21][C:22]([CH3:25])([CH3:24])[CH3:23])=[O:20])[CH2:17][CH2:16][C@@:13]4([C:14]=2[CH:15]=1)[C@H:8]3[CH2:9][CH2:10][CH2:11][CH2:12]4.C(N(CC)CC)C.[C:33]1([N:39]=[C:40]=[O:41])[CH:38]=[CH:37][CH:36]=[CH:35][CH:34]=1. (6) Given the product [Cl:1][C:2]1[N:3]=[CH:4][C:5]2[C:10]([CH:11]=1)=[CH:9][C:8]([C@H:12]([OH:14])[CH3:13])=[CH:7][CH:6]=2, predict the reactants needed to synthesize it. The reactants are: [Cl:1][C:2]1[N:3]=[CH:4][C:5]2[C:10]([CH:11]=1)=[CH:9][C:8]([C:12](=[O:14])[CH3:13])=[CH:7][CH:6]=2.C([O-])=O.[Na+].O1CCCC1. (7) The reactants are: [CH3:1][C:2]1[CH:10]=[C:9]([C:11]2[CH2:15][C@:14]([C:20]3[CH:25]=[C:24]([Cl:26])[C:23]([Cl:27])=[C:22]([Cl:28])[CH:21]=3)([C:16]([F:19])([F:18])[F:17])[O:13][N:12]=2)[CH:8]=[CH:7][C:3]=1[C:4]([OH:6])=O.CN(C)C=O.C(Cl)(=O)C(Cl)=O.Cl.[OH-].[Na+].C(N(CC)CC)C.[S:50]1[CH2:53][CH:52]([NH2:54])[CH2:51]1. Given the product [CH3:1][C:2]1[CH:10]=[C:9]([C:11]2[CH2:15][C@:14]([C:20]3[CH:25]=[C:24]([Cl:26])[C:23]([Cl:27])=[C:22]([Cl:28])[CH:21]=3)([C:16]([F:18])([F:19])[F:17])[O:13][N:12]=2)[CH:8]=[CH:7][C:3]=1[C:4]([NH:54][CH:52]1[CH2:53][S:50][CH2:51]1)=[O:6], predict the reactants needed to synthesize it. (8) Given the product [Cl:1][C:2]1[CH:7]=[CH:6][C:5]([NH:8][C:9](=[NH:32])/[CH:10]=[CH:11]/[C:12]2[CH:17]=[CH:16][C:15]([N:18]3[CH2:23][CH2:22][NH:21][CH2:20][CH2:19]3)=[CH:14][C:13]=2[Cl:31])=[CH:4][CH:3]=1, predict the reactants needed to synthesize it. The reactants are: [Cl:1][C:2]1[CH:7]=[CH:6][C:5]([NH:8][C:9](=[NH:32])/[CH:10]=[CH:11]/[C:12]2[CH:17]=[CH:16][C:15]([N:18]3[CH2:23][CH2:22][N:21](C(OC(C)(C)C)=O)[CH2:20][CH2:19]3)=[CH:14][C:13]=2[Cl:31])=[CH:4][CH:3]=1.FC(F)(F)C(O)=O. (9) Given the product [N:29]1([CH:11]2[C:12]3[C:17](=[CH:16][CH:15]=[CH:14][CH:13]=3)[N:8]([C:6](=[O:7])[C:5]3[CH:19]=[CH:20][C:21]([O:22][CH3:23])=[C:3]([O:2][CH3:1])[CH:4]=3)[CH2:9][CH2:10]2)[C:38]2[CH:33]([CH2:34][CH:35]=[CH:36][CH:37]=2)[CH2:32][CH2:31][CH2:30]1, predict the reactants needed to synthesize it. The reactants are: [CH3:1][O:2][C:3]1[CH:4]=[C:5]([CH:19]=[CH:20][C:21]=1[O:22][CH3:23])[C:6]([N:8]1[C:17]2[C:12](=[CH:13][CH:14]=[CH:15][CH:16]=2)[CH:11](O)[CH2:10][CH2:9]1)=[O:7].I[Si](C)(C)C.[NH:29]1[C:38]2[C:33](=[CH:34][CH:35]=[CH:36][CH:37]=2)[CH2:32][CH2:31][CH2:30]1.C(=O)([O-])[O-].[Ba+2]. (10) Given the product [C:19]([O:18][C:14]([NH:15][N:16]=[CH:9][C:8]1[CH:11]=[CH:12][CH:13]=[C:6]([C:5]2[NH:4][N:3]=[N:2][N:1]=2)[CH:7]=1)=[O:17])([CH3:22])([CH3:21])[CH3:20], predict the reactants needed to synthesize it. The reactants are: [NH:1]1[C:5]([C:6]2[CH:7]=[C:8]([CH:11]=[CH:12][CH:13]=2)[CH:9]=O)=[N:4][N:3]=[N:2]1.[C:14]([O:18][C:19]([CH3:22])([CH3:21])[CH3:20])(=[O:17])[NH:15][NH2:16].